From a dataset of Forward reaction prediction with 1.9M reactions from USPTO patents (1976-2016). Predict the product of the given reaction. (1) Given the reactants [CH3:1][CH:2]1[NH:6][CH2:5][C:4]2([CH2:11][CH2:10][N:9]([CH3:12])[CH2:8][CH2:7]2)[S:3]1.C1(N=C=NC2CCCCC2)CCCCC1.[C:28](O)(=[O:31])[CH2:29][CH3:30], predict the reaction product. The product is: [CH3:1][CH:2]1[N:6]([C:28](=[O:31])[CH2:29][CH3:30])[CH2:5][C:4]2([CH2:11][CH2:10][N:9]([CH3:12])[CH2:8][CH2:7]2)[S:3]1. (2) The product is: [CH3:11][S:3][C:2]1[NH:4][C:5](=[O:6])[CH:7]=[CH:8][N:1]=1. Given the reactants [NH:1]1[CH:8]=[CH:7][C:5](=[O:6])[NH:4][C:2]1=[S:3].[OH-].[Na+].[CH3:11]I, predict the reaction product. (3) Given the reactants C(OC([NH:8][C:9]1[C:14]([C:15]([O:17][C:18]([CH3:21])([CH3:20])[CH3:19])=[O:16])=[C:13]([Cl:22])[N:12]=[C:11]([Cl:23])[CH:10]=1)=O)(C)(C)C.C(OC(=O)C)C.Cl.[OH-].[Na+], predict the reaction product. The product is: [NH2:8][C:9]1[C:14]([C:15]([O:17][C:18]([CH3:19])([CH3:20])[CH3:21])=[O:16])=[C:13]([Cl:22])[N:12]=[C:11]([Cl:23])[CH:10]=1. (4) Given the reactants I[CH2:2][CH2:3][C:4]([O:6][CH3:7])=[O:5].Cl[C:9]1[N:14]=[C:13]([CH3:15])[CH:12]=[C:11]([CH3:16])[N:10]=1, predict the reaction product. The product is: [CH3:16][C:11]1[CH:12]=[C:13]([CH3:15])[N:14]=[C:9]([CH2:2][CH2:3][C:4]([O:6][CH3:7])=[O:5])[N:10]=1. (5) Given the reactants [CH3:1][C:2]1[CH:7]=[C:6]([CH3:8])[CH:5]=[C:4]([CH3:9])[C:3]=1[N:10]=[C:11]=[O:12].[NH2:13][C:14]1[CH:15]=[C:16]([C:34]2[CH:39]=[CH:38][C:37]([O:40][CH3:41])=[C:36]([F:42])[CH:35]=2)[CH:17]=[CH:18][C:19]=1[C:20]([NH:22][C@@H:23]([CH:28]1[CH2:33][CH2:32][CH2:31][CH2:30][CH2:29]1)[C:24]([O:26][CH3:27])=[O:25])=[O:21].CCCCCC.C(OCC)(=O)C, predict the reaction product. The product is: [CH:28]1([C@H:23]([NH:22][C:20]([C:19]2[CH:18]=[CH:17][C:16]([C:34]3[CH:39]=[CH:38][C:37]([O:40][CH3:41])=[C:36]([F:42])[CH:35]=3)=[CH:15][C:14]=2[NH:13][C:11]([NH:10][C:3]2[C:2]([CH3:1])=[CH:7][C:6]([CH3:8])=[CH:5][C:4]=2[CH3:9])=[O:12])=[O:21])[C:24]([O:26][CH3:27])=[O:25])[CH2:33][CH2:32][CH2:31][CH2:30][CH2:29]1. (6) Given the reactants [BH4-].[Na+].[C:3]([NH:6][CH:7]([CH2:13][C:14]1[S:18][CH:17]=[N:16][CH:15]=1)[C:8](OCC)=[O:9])(=[O:5])[CH3:4], predict the reaction product. The product is: [OH:9][CH2:8][CH:7]([NH:6][C:3](=[O:5])[CH3:4])[CH2:13][C:14]1[S:18][CH:17]=[N:16][CH:15]=1. (7) Given the reactants Cl[C:2]1[CH:3]=[C:4]([NH:22][C:23]([NH:25][C:26]2[C:31]([CH3:32])=[CH:30][C:29]([CH3:33])=[CH:28][C:27]=2[CH3:34])=[O:24])[C:5]([C:8]([NH:10][C@H:11]([C:19]([OH:21])=[O:20])[C@@H:12]([CH3:18])[O:13][C:14]([CH3:17])([CH3:16])[CH3:15])=[O:9])=[N:6][CH:7]=1.[F:35][C:36]1[CH:37]=[C:38](B(O)O)[CH:39]=[CH:40][C:41]=1[F:42].C([O-])([O-])=O.[Na+].[Na+], predict the reaction product. The product is: [F:35][C:36]1[CH:37]=[C:38]([C:2]2[CH:3]=[C:4]([NH:22][C:23]([NH:25][C:26]3[C:31]([CH3:32])=[CH:30][C:29]([CH3:33])=[CH:28][C:27]=3[CH3:34])=[O:24])[C:5]([C:8]([NH:10][C@H:11]([C:19]([OH:21])=[O:20])[C@@H:12]([CH3:18])[O:13][C:14]([CH3:17])([CH3:15])[CH3:16])=[O:9])=[N:6][CH:7]=2)[CH:39]=[CH:40][C:41]=1[F:42]. (8) Given the reactants [N:1]1([C:8]2[CH:13]=[CH:12][N:11]=[C:10]([NH:14][CH:15]3[CH2:20][CH2:19][CH2:18][N:17]([CH:21]4[CH2:26][CH2:25]S[CH2:23][CH2:22]4)[CH:16]3[CH2:27][CH2:28][NH:29][C:30]([CH:32]3[CH2:37][CH2:36][N:35]([C:38]([O:40][C:41]([CH3:44])([CH3:43])[CH3:42])=[O:39])[CH2:34][CH2:33]3)=[O:31])[N:9]=2)[CH2:7][CH2:6][CH2:5][CH2:4][CH2:3][CH2:2]1.ClC1C=CC=C(C(OO)=O)C=1.[S:56]([O-:60])([O-])(=[O:58])=S.[Na+].[Na+].C(OC)(C)(C)C, predict the reaction product. The product is: [N:1]1([C:8]2[CH:13]=[CH:12][N:11]=[C:10]([NH:14][CH:15]3[CH2:20][CH2:19][CH2:18][N:17]([CH:21]4[CH2:26][CH2:25][S:56](=[O:60])(=[O:58])[CH2:23][CH2:22]4)[CH:16]3[CH2:27][CH2:28][NH:29][C:30]([CH:32]3[CH2:37][CH2:36][N:35]([C:38]([O:40][C:41]([CH3:43])([CH3:42])[CH3:44])=[O:39])[CH2:34][CH2:33]3)=[O:31])[N:9]=2)[CH2:2][CH2:3][CH2:4][CH2:5][CH2:6][CH2:7]1. (9) Given the reactants [F:1][C:2]1[CH:7]=[CH:6][C:5]([C:8]([N+]([O-])=O)=[CH:9][C:10]2[CH:15]=[CH:14][CH:13]=[CH:12][CH:11]=2)=[CH:4][CH:3]=1.[N+:19]([CH2:21][C:22]([O:24][CH2:25][CH3:26])=[O:23])#[C-:20].C1CCN2C(=NCCC2)CC1, predict the reaction product. The product is: [CH2:25]([O:24][C:22]([C:21]1[NH:19][CH:20]=[C:8]([C:5]2[CH:6]=[CH:7][C:2]([F:1])=[CH:3][CH:4]=2)[C:9]=1[C:10]1[CH:15]=[CH:14][CH:13]=[CH:12][CH:11]=1)=[O:23])[CH3:26].